From a dataset of Forward reaction prediction with 1.9M reactions from USPTO patents (1976-2016). Predict the product of the given reaction. (1) Given the reactants [F:1][C:2]1[CH:10]=[C:9]2[C:5]([C:6]([C:11]3[N:12]=[C:13]4[C:19]([CH:20]=[O:21])=[CH:18][N:17]([CH2:22][O:23][CH2:24][CH2:25][Si:26]([CH3:29])([CH3:28])[CH3:27])[C:14]4=[N:15][CH:16]=3)=[N:7][NH:8]2)=[CH:4][CH:3]=1.C(=O)([O-])[O-].[Cs+].[Cs+].[CH:36]([N:49]1[CH2:52][CH:51](OS(C)(=O)=O)[CH2:50]1)([C:43]1[CH:48]=[CH:47][CH:46]=[CH:45][CH:44]=1)[C:37]1[CH:42]=[CH:41][CH:40]=[CH:39][CH:38]=1, predict the reaction product. The product is: [CH:36]([N:49]1[CH2:52][CH:51]([N:8]2[C:9]3[C:5](=[CH:4][CH:3]=[C:2]([F:1])[CH:10]=3)[C:6]([C:11]3[N:12]=[C:13]4[C:19]([CH:20]=[O:21])=[CH:18][N:17]([CH2:22][O:23][CH2:24][CH2:25][Si:26]([CH3:29])([CH3:28])[CH3:27])[C:14]4=[N:15][CH:16]=3)=[N:7]2)[CH2:50]1)([C:43]1[CH:44]=[CH:45][CH:46]=[CH:47][CH:48]=1)[C:37]1[CH:38]=[CH:39][CH:40]=[CH:41][CH:42]=1. (2) The product is: [O:1]([C:14]1[CH:19]=[C:18]([CH3:20])[CH:17]=[CH:16][C:15]=1[CH2:25][C:26]1[CH:27]=[CH:28][C:29]([O:32][CH3:33])=[CH:30][CH:31]=1)[C@@H:2]1[O:10][C@H:9]([C@@H:11]([CH3:13])[OH:12])[C@@H:7]([OH:8])[C@H:5]([OH:6])[C@H:3]1[OH:4]. Given the reactants [O:1]([C:14]1[CH:19]=[C:18]([CH2:20]OC(=O)C)[CH:17]=[CH:16][C:15]=1[CH2:25][C:26]1[CH:31]=[CH:30][C:29]([O:32][CH3:33])=[CH:28][CH:27]=1)[C@@H:2]1[O:10][C@H:9]([C@@H:11]([CH3:13])[OH:12])[C@@H:7]([OH:8])[C@H:5]([OH:6])[C@H:3]1[OH:4], predict the reaction product. (3) Given the reactants C[O-].[Na+:3].[CH:4]1[C:9]([Cl:10])=[C:8]([S:11]([NH2:14])(=[O:13])=[O:12])[CH:7]=[C:6]2[S:15]([NH:18][CH:19]=[N:20][C:5]=12)(=[O:17])=[O:16], predict the reaction product. The product is: [CH:4]1[C:9]([Cl:10])=[C:8]([S:11]([NH2:14])(=[O:12])=[O:13])[CH:7]=[C:6]2[S:15]([N-:18][CH:19]=[N:20][C:5]=12)(=[O:17])=[O:16].[Na+:3]. (4) Given the reactants [NH:1]1[CH:5]=[CH:4][N:3]=[CH:2]1.[OH:6][C:7]1[CH:14]=[CH:13][C:10]([CH2:11]O)=[CH:9][CH:8]=1.[I:15][CH3:16].[K+].[Br-], predict the reaction product. The product is: [I-:15].[OH:6][C:7]1[CH:14]=[CH:13][C:10]([CH2:11][N:1]2[CH:5]=[CH:4][N+:3]([CH3:16])=[CH:2]2)=[CH:9][CH:8]=1. (5) Given the reactants N[C:2]1[CH:3]=[C:4]2[C:9](=[CH:10][CH:11]=1)[N:8]=[CH:7][N:6]=[C:5]2[NH:12][C:13]1[CH:18]=[CH:17][CH:16]=[C:15]([Br:19])[CH:14]=1.[CH3:20][CH2:21][N:22](CC)CC.ClCC[S:30](Cl)(=[O:32])=[O:31], predict the reaction product. The product is: [Br:19][C:15]1[CH:14]=[C:13]([NH:12][C:5]2[C:4]3[C:9](=[CH:10][CH:11]=[C:2]([CH:20]=[CH:21][NH:22][SH:30](=[O:32])=[O:31])[CH:3]=3)[N:8]=[CH:7][N:6]=2)[CH:18]=[CH:17][CH:16]=1. (6) Given the reactants [NH:1]1[C:9]2[C:4](=[CH:5][CH:6]=[CH:7][CH:8]=2)[CH:3]=[N:2]1.[H-].[Na+].[CH2:12](I)[CH3:13], predict the reaction product. The product is: [CH2:12]([N:2]1[CH:3]=[C:4]2[C:9]([CH:8]=[CH:7][CH:6]=[CH:5]2)=[N:1]1)[CH3:13]. (7) Given the reactants [Cl:1][C:2]1[CH:7]=[C:6]([C:8]2[CH2:12][C:11]([C:17]3[CH:22]=[C:21]([Cl:23])[CH:20]=[C:19]([Cl:24])[CH:18]=3)([C:13]([F:16])([F:15])[F:14])[O:10][N:9]=2)[CH:5]=[CH:4][C:3]=1[CH:25]([N:27]1C(=O)C2=CC=CC=C2C1=O)[CH3:26].C(Cl)(Cl)Cl, predict the reaction product. The product is: [Cl:1][C:2]1[CH:7]=[C:6]([C:8]2[CH2:12][C:11]([C:17]3[CH:18]=[C:19]([Cl:24])[CH:20]=[C:21]([Cl:23])[CH:22]=3)([C:13]([F:16])([F:15])[F:14])[O:10][N:9]=2)[CH:5]=[CH:4][C:3]=1[CH:25]([NH2:27])[CH3:26].